Predict the reaction yield, written as a fraction of the theoretical maximum amount of product (1.0 means a 100% yield; for example, 0.34 means a 34% yield). From a dataset of Reaction yield outcomes from USPTO patents with 853,638 reactions. (1) The reactants are [F:1][C:2]([F:27])([F:26])[CH2:3][S:4]([NH:7][CH2:8][CH2:9][CH2:10][CH2:11][N:12]1[C:22](=[O:23])[C:21]2[N:24]3[C:14](=[CH:15][N:16]=[C:17]3[CH:18]=[CH:19][CH:20]=2)[C:13]1=[O:25])(=[O:6])=[O:5].[ClH:28]. The catalyst is CO. The product is [ClH:28].[F:27][C:2]([F:1])([F:26])[CH2:3][S:4]([NH:7][CH2:8][CH2:9][CH2:10][CH2:11][N:12]1[C:22](=[O:23])[C:21]2[N:24]3[C:14](=[CH:15][N:16]=[C:17]3[CH:18]=[CH:19][CH:20]=2)[C:13]1=[O:25])(=[O:6])=[O:5]. The yield is 0.906. (2) The reactants are [CH3:1][O:2][C:3]1[CH:4]=[C:5]2[C:10](=[CH:11][CH:12]=1)[NH:9][C:8](=O)[CH:7]=[N:6]2.COC1C=C2C(N=CC(=O)N2)=CC=1.P(Cl)(Cl)([Cl:29])=O. No catalyst specified. The product is [Cl:29][C:8]1[CH:7]=[N:6][C:5]2[C:10](=[CH:11][CH:12]=[C:3]([O:2][CH3:1])[CH:4]=2)[N:9]=1. The yield is 0.350. (3) The reactants are [CH3:1][N:2]([CH3:16])[CH2:3][CH2:4][C:5]1[C:13]2[C:8](=[CH:9][CH:10]=[C:11]([CH:14]=O)[CH:12]=2)[NH:7][CH:6]=1.[CH3:17]C(C)([O-])C.[K+]. The catalyst is C1COCC1.[Br-].C[P+](C1C=CC=CC=1)(C1C=CC=CC=1)C1C=CC=CC=1. The product is [CH3:1][N:2]([CH3:16])[CH2:3][CH2:4][C:5]1[C:13]2[C:8](=[CH:9][CH:10]=[C:11]([CH:14]=[CH2:17])[CH:12]=2)[NH:7][CH:6]=1. The yield is 0.880. (4) The reactants are Cl[C:2]1[N:10]=[C:9]2[C:5]([N:6]=[CH:7][N:8]2[CH2:11][CH2:12][O:13][CH3:14])=[C:4]([C:15]2[CH:16]=[C:17]([OH:21])[CH:18]=[CH:19][CH:20]=2)[N:3]=1.[NH:22]1[CH2:27][CH2:26][O:25][CH2:24][CH2:23]1. The catalyst is CC(N(C)C)=O. The product is [CH3:14][O:13][CH2:12][CH2:11][N:8]1[CH:7]=[N:6][C:5]2[C:9]1=[N:10][C:2]([N:22]1[CH2:27][CH2:26][O:25][CH2:24][CH2:23]1)=[N:3][C:4]=2[C:15]1[CH:16]=[C:17]([OH:21])[CH:18]=[CH:19][CH:20]=1. The yield is 0.700. (5) The product is [C:1]([C:5]1[NH:6][C:7]2[C:12]([CH:13]=1)=[C:11]([F:14])[C:10]([N+:15]([O-:17])=[O:16])=[CH:9][CH:8]=2)([CH3:4])([CH3:2])[CH3:3]. The reactants are [C:1]([C:5]1[NH:6][C:7]2[C:12]([CH:13]=1)=[C:11]([F:14])[CH:10]=[CH:9][CH:8]=2)([CH3:4])([CH3:3])[CH3:2].[N+:15]([O-])([O-:17])=[O:16].[K+].O. The yield is 0.730. The catalyst is OS(O)(=O)=O.